This data is from Forward reaction prediction with 1.9M reactions from USPTO patents (1976-2016). The task is: Predict the product of the given reaction. (1) Given the reactants C(OC(N1CCN([CH2:14][CH2:15][NH:16][C@:17]23[CH2:51][CH2:50][C@@H:49]([C:52]([CH3:54])=[CH2:53])[C@@H:18]2[C@@H:19]2[C@@:32]([CH3:35])([CH2:33][CH2:34]3)[C@@:31]3([CH3:36])[C@@H:22]([C@:23]4([CH3:48])[C@@H:28]([CH2:29][CH2:30]3)[C:27]([CH3:38])([CH3:37])[C:26]([C:39]3[CH:47]=[CH:46][C:42]([C:43]([OH:45])=[O:44])=[CH:41][CH:40]=3)=[CH:25][CH2:24]4)[CH2:21][CH2:20]2)CC1)=O)(C)(C)C.[CH2:55]([S:57]([N:60]1[CH2:65][CH2:64][NH:63][CH2:62][CH2:61]1)(=[O:59])=[O:58])[CH3:56], predict the reaction product. The product is: [CH2:55]([S:57]([N:60]1[CH2:61][CH2:62][N:63]([CH2:14][CH2:15][NH:16][C@:17]23[CH2:51][CH2:50][C@@H:49]([C:52]([CH3:54])=[CH2:53])[C@@H:18]2[C@@H:19]2[C@@:32]([CH3:35])([CH2:33][CH2:34]3)[C@@:31]3([CH3:36])[C@@H:22]([C@:23]4([CH3:48])[C@@H:28]([CH2:29][CH2:30]3)[C:27]([CH3:37])([CH3:38])[C:26]([C:39]3[CH:47]=[CH:46][C:42]([C:43]([OH:45])=[O:44])=[CH:41][CH:40]=3)=[CH:25][CH2:24]4)[CH2:21][CH2:20]2)[CH2:64][CH2:65]1)(=[O:59])=[O:58])[CH3:56]. (2) Given the reactants C[O:2][C:3](=[O:18])[CH2:4][N:5]1[C:10]2[CH:11]=[CH:12][CH:13]=[CH:14][C:9]=2[O:8][C:7]([CH3:16])([CH3:15])[C:6]1=[O:17].[OH-].[Na+], predict the reaction product. The product is: [CH3:15][C:7]1([CH3:16])[C:6](=[O:17])[N:5]([CH2:4][C:3]([OH:18])=[O:2])[C:10]2[CH:11]=[CH:12][CH:13]=[CH:14][C:9]=2[O:8]1.